Dataset: Forward reaction prediction with 1.9M reactions from USPTO patents (1976-2016). Task: Predict the product of the given reaction. (1) Given the reactants S(Cl)([Cl:4])(=O)=O.[CH3:6][O:7][C:8]1[CH:9]=[CH:10][C:11]2[S:15][C:14](S)=[N:13][C:12]=2[CH:17]=1, predict the reaction product. The product is: [Cl:4][C:14]1[S:15][C:11]2[CH:10]=[CH:9][C:8]([O:7][CH3:6])=[CH:17][C:12]=2[N:13]=1. (2) Given the reactants [Cl:1][C:2]1[C:7]([Cl:8])=[CH:6][CH:5]=[CH:4][C:3]=1[CH:9]1[CH2:11][O:10]1.[CH:12]1([NH2:16])[CH2:15][CH2:14][CH2:13]1, predict the reaction product. The product is: [CH:12]1([NH:16][CH2:11][CH:9]([C:3]2[CH:4]=[CH:5][CH:6]=[C:7]([Cl:8])[C:2]=2[Cl:1])[OH:10])[CH2:15][CH2:14][CH2:13]1. (3) Given the reactants [CH:1]1[C:9]2[C:8]3[CH:10]=[CH:11][CH:12]=[CH:13][C:7]=3[O:6][C:5]=2[C:4](B(O)O)=[CH:3][CH:2]=1.Br[C:18]1[CH:19]=[CH:20][C:21]2[N:22]([C:31]3[CH:36]=[CH:35][CH:34]=[CH:33][CH:32]=3)[C:23]3[C:28]([C:29]=2[CH:30]=1)=[CH:27][CH:26]=[CH:25][CH:24]=3.C([O-])([O-])=O.[Na+].[Na+].C(O)C, predict the reaction product. The product is: [CH:1]1[C:9]2[C:8]3[CH:10]=[CH:11][CH:12]=[CH:13][C:7]=3[O:6][C:5]=2[C:4]([C:26]2[CH:25]=[CH:24][C:23]3[N:22]([C:31]4[CH:36]=[CH:35][CH:34]=[CH:33][CH:32]=4)[C:21]4[C:29]([C:28]=3[CH:27]=2)=[CH:30][CH:18]=[CH:19][CH:20]=4)=[CH:3][CH:2]=1. (4) Given the reactants Cl.Cl.[Cl:3][C:4]1[C:8]([NH:9][CH2:10][CH3:11])=[CH:7][N:6]([C:12]2[CH:13]=[N:14][CH:15]=[CH:16][CH:17]=2)[N:5]=1.CCN(C(C)C)C(C)C.[C:27]([O:31][C:32]([N:34]1[CH2:38][CH2:37][CH:36]([C:39]([OH:41])=O)[CH2:35]1)=[O:33])([CH3:30])([CH3:29])[CH3:28].CCN=C=NCCCN(C)C, predict the reaction product. The product is: [Cl:3][C:4]1[C:8]([N:9]([CH2:10][CH3:11])[C:39]([CH:36]2[CH2:37][CH2:38][N:34]([C:32]([O:31][C:27]([CH3:28])([CH3:29])[CH3:30])=[O:33])[CH2:35]2)=[O:41])=[CH:7][N:6]([C:12]2[CH:13]=[N:14][CH:15]=[CH:16][CH:17]=2)[N:5]=1. (5) Given the reactants [CH2:1]([O:3][C:4]([C:6]1[C:7]([C:11]([F:14])([F:13])[F:12])=[N:8][NH:9][CH:10]=1)=[O:5])[CH3:2].C(=O)([O-])[O-].[K+].[K+].Br[C:22]1[CH:27]=[CH:26][CH:25]=[CH:24][N:23]=1.CN[C@@H]1CCCC[C@H]1NC, predict the reaction product. The product is: [CH2:1]([O:3][C:4]([C:6]1[C:7]([C:11]([F:13])([F:14])[F:12])=[N:8][N:9]([C:22]2[CH:27]=[CH:26][CH:25]=[CH:24][N:23]=2)[CH:10]=1)=[O:5])[CH3:2].